This data is from CYP2C9 inhibition data for predicting drug metabolism from PubChem BioAssay. The task is: Regression/Classification. Given a drug SMILES string, predict its absorption, distribution, metabolism, or excretion properties. Task type varies by dataset: regression for continuous measurements (e.g., permeability, clearance, half-life) or binary classification for categorical outcomes (e.g., BBB penetration, CYP inhibition). Dataset: cyp2c9_veith. (1) The compound is CC(/C=C1\N=C(SCc2ccccc2Cl)SC1=O)=C\c1ccccc1. The result is 1 (inhibitor). (2) The compound is CO[C@H]1COC(=O)C/C=C\[C@@H](C)COC(=O)[C@@H](C)NC(=O)C/C=C\[C@@H]1C. The result is 0 (non-inhibitor). (3) The molecule is c1ccc2c(-c3c[nH]c4ccccc34)c3ccccc3nc2c1. The result is 1 (inhibitor). (4) The drug is CS(=O)(=O)Nc1ccc([N+](=O)[O-])cc1Oc1ccccc1. The result is 1 (inhibitor). (5) The molecule is Cc1[nH]n2c(=O)c(C#N)c(-c3ccccc3)nc2c1-c1ccccc1. The result is 1 (inhibitor). (6) The drug is CO/N=C(/C)CCC(=O)OC[C@@H]1O[C@H](C#Cc2ccccc2)C=C[C@@H]1Oc1ccc(C)cc1. The result is 0 (non-inhibitor). (7) The compound is CCn1c(NCc2cc(Br)ccc2NS(=O)(=O)c2ccc(C)cc2)nc2ccccc21. The result is 1 (inhibitor). (8) The compound is Cc1cc(N2C(=O)C(O)=C(C(=O)c3cccs3)C2c2cccc(O)c2)no1. The result is 1 (inhibitor). (9) The drug is COc1cc([C@@H]2c3cc4c(cc3[C@@H](O[C@@H]3O[C@H]5CO[C@@H](C)O[C@@H]5[C@@H](O)[C@H]3O)[C@@H]3COC(=O)[C@H]32)OCO4)cc(OC)c1O. The result is 1 (inhibitor). (10) The molecule is O=c1c2ccccc2nc(N2CCCC2)n1-c1ccc(Cl)cc1. The result is 1 (inhibitor).